Dataset: Peptide-MHC class I binding affinity with 185,985 pairs from IEDB/IMGT. Task: Regression. Given a peptide amino acid sequence and an MHC pseudo amino acid sequence, predict their binding affinity value. This is MHC class I binding data. (1) The peptide sequence is FLLNKEMYL. The MHC is HLA-A02:03 with pseudo-sequence HLA-A02:03. The binding affinity (normalized) is 0.989. (2) The peptide sequence is CFMYSDFHF. The MHC is HLA-A24:02 with pseudo-sequence HLA-A24:02. The binding affinity (normalized) is 0.768. (3) The peptide sequence is FRRRKRMGF. The binding affinity (normalized) is 0.0847. The MHC is HLA-A30:01 with pseudo-sequence HLA-A30:01. (4) The peptide sequence is LLSEMLNKEY. The MHC is HLA-A32:01 with pseudo-sequence HLA-A32:01. The binding affinity (normalized) is 0.0237. (5) The peptide sequence is GIFVDTMSI. The MHC is HLA-A02:03 with pseudo-sequence HLA-A02:03. The binding affinity (normalized) is 0.368. (6) The peptide sequence is EVAESVMFM. The MHC is HLA-B46:01 with pseudo-sequence HLA-B46:01. The binding affinity (normalized) is 0.0847. (7) The peptide sequence is LSYIIGLL. The MHC is H-2-Kb with pseudo-sequence H-2-Kb. The binding affinity (normalized) is 0.606.